Dataset: Forward reaction prediction with 1.9M reactions from USPTO patents (1976-2016). Task: Predict the product of the given reaction. (1) Given the reactants [CH2:1]([O:8][C:9]1[C:13]([O:14][CH2:15][C:16]2[CH:21]=[CH:20][CH:19]=[CH:18][CH:17]=2)=[C:12](I)[N:11]([C:23]2[CH:28]=[CH:27][C:26]([O:29][CH3:30])=[CH:25][CH:24]=2)[C:10]=1[C:31]([O:33][CH2:34][CH3:35])=[O:32])[C:2]1[CH:7]=[CH:6][CH:5]=[CH:4][CH:3]=1.C([Sn](CCCC)(CCCC)[C:41]1[CH:46]=[CH:45][CH:44]=[CH:43][N:42]=1)CCC.CC(O)=O, predict the reaction product. The product is: [CH2:1]([O:8][C:9]1[C:13]([O:14][CH2:15][C:16]2[CH:21]=[CH:20][CH:19]=[CH:18][CH:17]=2)=[C:12]([C:41]2[CH:46]=[CH:45][CH:44]=[CH:43][N:42]=2)[N:11]([C:23]2[CH:28]=[CH:27][C:26]([O:29][CH3:30])=[CH:25][CH:24]=2)[C:10]=1[C:31]([O:33][CH2:34][CH3:35])=[O:32])[C:2]1[CH:7]=[CH:6][CH:5]=[CH:4][CH:3]=1. (2) The product is: [C:1]([O:5][C:6](=[O:50])[CH2:7][C@H:8]([NH:24][C:25]([C@@H:27]1[CH2:32][CH2:31][CH2:30][N:29]([C:33](=[O:49])[CH2:34][CH2:35][CH:36]2[CH2:41][CH2:40][N:39]([C:42]([O:44][C:45]([CH3:48])([CH3:47])[CH3:46])=[O:43])[CH2:38][CH2:37]2)[CH2:28]1)=[O:26])[C:9]1[CH:10]=[N:11][CH:12]=[C:13]([CH2:15][CH2:16][C:17]2[CH:22]=[CH:21][CH:20]=[C:19]([O:23][CH2:68][CH2:51][O:54][S:64]([C:61]3[CH:62]=[CH:63][C:58]([CH3:57])=[CH:59][CH:60]=3)(=[O:67])=[O:65])[CH:18]=2)[CH:14]=1)([CH3:3])([CH3:2])[CH3:4]. Given the reactants [C:1]([O:5][C:6](=[O:50])[CH2:7][C@H:8]([NH:24][C:25]([C@@H:27]1[CH2:32][CH2:31][CH2:30][N:29]([C:33](=[O:49])[CH2:34][CH2:35][CH:36]2[CH2:41][CH2:40][N:39]([C:42]([O:44][C:45]([CH3:48])([CH3:47])[CH3:46])=[O:43])[CH2:38][CH2:37]2)[CH2:28]1)=[O:26])[C:9]1[CH:10]=[N:11][CH:12]=[C:13]([CH2:15][CH2:16][C:17]2[CH:22]=[CH:21][CH:20]=[C:19]([OH:23])[CH:18]=2)[CH:14]=1)([CH3:4])([CH3:3])[CH3:2].[C:51](=[O:54])([O-])[O-].[Cs+].[Cs+].[CH3:57][C:58]1[CH:63]=[CH:62][C:61]([S:64]([O-:67])(=O)=[O:65])=[CH:60][CH:59]=1.[CH3:68]N(C)C=O, predict the reaction product. (3) Given the reactants [CH3:1][C:2]1[C:11]2[C:6](=[CH:7][CH:8]=[CH:9][CH:10]=2)[CH:5]=[CH:4][CH:3]=1.[C:12](Cl)(=[O:16])[C:13]([CH3:15])=[CH2:14].[Cl-].[Al+3].[Cl-].[Cl-], predict the reaction product. The product is: [CH3:1][C:2]1[C:11]2[C:6](=[CH:7][C:8]([C:12](=[O:16])[C:13]([CH3:15])=[CH2:14])=[CH:9][CH:10]=2)[CH:5]=[CH:4][CH:3]=1. (4) Given the reactants C[Al](C)C.[CH3:5][NH2:6].C[O:8][C:9](=O)[CH2:10][N:11]([CH:34]1[CH2:37][CH2:36][CH2:35]1)[CH2:12][CH:13]1[CH2:18][CH2:17][N:16]([C:19]2[C:20]3[C:27]([C:28]4[CH:33]=[CH:32][CH:31]=[CH:30][CH:29]=4)=[CH:26][S:25][C:21]=3[N:22]=[CH:23][N:24]=2)[CH2:15][CH2:14]1, predict the reaction product. The product is: [CH:34]1([N:11]([CH2:12][CH:13]2[CH2:14][CH2:15][N:16]([C:19]3[C:20]4[C:27]([C:28]5[CH:33]=[CH:32][CH:31]=[CH:30][CH:29]=5)=[CH:26][S:25][C:21]=4[N:22]=[CH:23][N:24]=3)[CH2:17][CH2:18]2)[CH2:10][C:9]([NH:6][CH3:5])=[O:8])[CH2:35][CH2:36][CH2:37]1. (5) Given the reactants [CH3:1][O:2][C:3]1[CH:4]=[C:5]([C@@:11]23[CH2:19][CH2:18][C@@H:17]([NH:20][C:21](=[O:27])OC(C)(C)C)[CH2:16][C@@H:15]2[NH:14][CH2:13][CH2:12]3)[CH:6]=[CH:7][C:8]=1[O:9][CH3:10].C(O[BH-](O[C:38](=O)[CH3:39])OC(=O)C)(=O)C.[Na+].[BH4-].[F:43][C:44]1[CH:45]=[C:46]([N:51]=C=O)[CH:47]=[CH:48][C:49]=1[F:50].[Cl:54][CH2:55]Cl, predict the reaction product. The product is: [ClH:54].[F:43][C:44]1[CH:45]=[C:46]([NH:51][C:21]([NH:20][C@H:17]2[CH2:16][C@H:15]3[C@:11]([C:5]4[CH:6]=[CH:7][C:8]([O:9][CH3:10])=[C:3]([O:2][CH3:1])[CH:4]=4)([CH2:12][CH2:13][N:14]3[CH:38]([CH3:39])[CH3:55])[CH2:19][CH2:18]2)=[O:27])[CH:47]=[CH:48][C:49]=1[F:50]. (6) The product is: [CH2:29]([O:31][C:32](=[O:37])[CH2:33][CH2:34][CH2:35][NH:1][C:2]1[C:3]([O:9][CH2:10][C:11]([N:13]2[CH2:18][C@H:17]([CH3:19])[N:16]([CH2:20][C:21]3[CH:22]=[CH:23][C:24]([F:27])=[CH:25][CH:26]=3)[CH2:15][C@H:14]2[CH3:28])=[O:12])=[N:4][CH:5]=[C:6]([Cl:8])[CH:7]=1)[CH3:30]. Given the reactants [NH2:1][C:2]1[C:3]([O:9][CH2:10][C:11]([N:13]2[CH2:18][C@H:17]([CH3:19])[N:16]([CH2:20][C:21]3[CH:26]=[CH:25][C:24]([F:27])=[CH:23][CH:22]=3)[CH2:15][C@H:14]2[CH3:28])=[O:12])=[N:4][CH:5]=[C:6]([Cl:8])[CH:7]=1.[CH2:29]([O:31][C:32](=[O:37])[CH2:33][CH2:34][CH2:35]Br)[CH3:30].C(=O)(O)[O-].[Na+].[I-].[K+].C(OC(=O)C(Br)CC)C, predict the reaction product. (7) Given the reactants [C:1]1([C@@H:7]2[NH:13][CH2:12][C:11]3[CH:14]=[CH:15][C:16]([C:18]([O:20][CH3:21])=[O:19])=[CH:17][C:10]=3[O:9][CH2:8]2)[CH:6]=[CH:5][CH:4]=[CH:3][CH:2]=1.[C:22]1(B(O)O)[CH:27]=[CH:26][CH:25]=[CH:24][CH:23]=1.CCN(CC)CC.O=O, predict the reaction product. The product is: [C:1]1([C@@H:7]2[N:13]([C:22]3[CH:27]=[CH:26][CH:25]=[CH:24][CH:23]=3)[CH2:12][C:11]3[CH:14]=[CH:15][C:16]([C:18]([O:20][CH3:21])=[O:19])=[CH:17][C:10]=3[O:9][CH2:8]2)[CH:2]=[CH:3][CH:4]=[CH:5][CH:6]=1. (8) Given the reactants [CH3:1][O:2][C:3]1[CH:8]=[C:7]([N:9]2[CH2:14][CH2:13][NH:12][CH2:11][CH2:10]2)[N:6]2[N:15]=[CH:16][CH:17]=[C:5]2[N:4]=1.[C:18](Cl)(=[O:23])/[CH:19]=[CH:20]/[CH2:21][CH3:22], predict the reaction product. The product is: [CH3:1][O:2][C:3]1[CH:8]=[C:7]([N:9]2[CH2:10][CH2:11][N:12]([C:18](=[O:23])/[CH:19]=[CH:20]/[CH2:21][CH3:22])[CH2:13][CH2:14]2)[N:6]2[N:15]=[CH:16][CH:17]=[C:5]2[N:4]=1.